This data is from Forward reaction prediction with 1.9M reactions from USPTO patents (1976-2016). The task is: Predict the product of the given reaction. (1) Given the reactants [O:1]=[C:2]1[NH:7][N:6]=[C:5]([C:8]([OH:10])=O)[CH2:4][CH2:3]1.Cl.[O:12]([CH2:19][CH2:20][C@@H:21]1[CH2:26][CH2:25][C@H:24]([CH2:27][NH2:28])[CH2:23][CH2:22]1)[C:13]1[CH:18]=[CH:17][CH:16]=[CH:15][CH:14]=1, predict the reaction product. The product is: [O:1]=[C:2]1[NH:7][N:6]=[C:5]([C:8]([NH:28][CH2:27][C@H:24]2[CH2:23][CH2:22][C@@H:21]([CH2:20][CH2:19][O:12][C:13]3[CH:14]=[CH:15][CH:16]=[CH:17][CH:18]=3)[CH2:26][CH2:25]2)=[O:10])[CH2:4][CH2:3]1. (2) Given the reactants [CH3:1][C:2]1([CH3:28])[C:14]2[CH:13]=[C:12]([C:15]3[C:20]4[S:21][C:22]5[CH:27]=[CH:26][CH:25]=[CH:24][C:23]=5[C:19]=4[CH:18]=[CH:17][CH:16]=3)[CH:11]=[CH:10][C:9]=2[C:8]2[C:3]1=[CH:4][CH:5]=[CH:6][CH:7]=2.C([Li])CCC.[B:34](OC)([O:37]C)[O:35]C.Cl, predict the reaction product. The product is: [CH3:1][C:2]1([CH3:28])[C:14]2[CH:13]=[C:12]([C:15]3[C:20]4[S:21][C:22]5[C:27]([B:34]([OH:37])[OH:35])=[CH:26][CH:25]=[CH:24][C:23]=5[C:19]=4[CH:18]=[CH:17][CH:16]=3)[CH:11]=[CH:10][C:9]=2[C:8]2[C:3]1=[CH:4][CH:5]=[CH:6][CH:7]=2. (3) Given the reactants Cl[C:2]1[C:7]([CH3:8])=[C:6]([Cl:9])[N:5]=[CH:4][C:3]=1[CH2:10][N:11]([C:16]1[C:21]([F:22])=[C:20]([O:23][CH3:24])[CH:19]=[C:18]([O:25][CH3:26])[C:17]=1[F:27])[C:12]([NH:14][CH3:15])=[O:13].C(=O)([O-])[O-].[Cs+].[Cs+], predict the reaction product. The product is: [Cl:9][C:6]1[N:5]=[CH:4][C:3]2[CH2:10][N:11]([C:16]3[C:21]([F:22])=[C:20]([O:23][CH3:24])[CH:19]=[C:18]([O:25][CH3:26])[C:17]=3[F:27])[C:12](=[O:13])[N:14]([CH3:15])[C:2]=2[C:7]=1[CH3:8].